From a dataset of Reaction yield outcomes from USPTO patents with 853,638 reactions. Predict the reaction yield, written as a fraction of the theoretical maximum amount of product (1.0 means a 100% yield; for example, 0.34 means a 34% yield). The reactants are [CH3:1][N:2]1[CH2:7][CH2:6][N:5]([C:8]2[CH:13]=[CH:12][C:11]([CH2:14][C:15]#[CH:16])=[CH:10][CH:9]=2)[CH2:4][CH2:3]1.Br[C:18]1[C:19]([NH:26][CH2:27][C:28]([CH3:31])([CH3:30])[CH3:29])=[N:20][C:21]([C:24]#[N:25])=[N:22][CH:23]=1.C(N(CC)CC)C.[Cl-].[NH4+]. The catalyst is C1COCC1.Cl[Pd](Cl)([P](C1C=CC=CC=1)(C1C=CC=CC=1)C1C=CC=CC=1)[P](C1C=CC=CC=1)(C1C=CC=CC=1)C1C=CC=CC=1.[Cu]I. The product is [CH3:29][C:28]([CH3:31])([CH3:30])[CH2:27][NH:26][C:19]1[C:18]([C:16]#[C:15][CH2:14][C:11]2[CH:12]=[CH:13][C:8]([N:5]3[CH2:6][CH2:7][N:2]([CH3:1])[CH2:3][CH2:4]3)=[CH:9][CH:10]=2)=[CH:23][N:22]=[C:21]([C:24]#[N:25])[N:20]=1. The yield is 0.250.